From a dataset of Peptide-MHC class I binding affinity with 185,985 pairs from IEDB/IMGT. Regression. Given a peptide amino acid sequence and an MHC pseudo amino acid sequence, predict their binding affinity value. This is MHC class I binding data. (1) The peptide sequence is ELIKELPGY. The MHC is HLA-B07:02 with pseudo-sequence HLA-B07:02. The binding affinity (normalized) is 0.0847. (2) The peptide sequence is LTVNEKRRL. The MHC is Patr-A0401 with pseudo-sequence Patr-A0401. The binding affinity (normalized) is 0. (3) The peptide sequence is ILIYNGWYA. The MHC is HLA-B45:01 with pseudo-sequence HLA-B45:01. The binding affinity (normalized) is 0.